From a dataset of Forward reaction prediction with 1.9M reactions from USPTO patents (1976-2016). Predict the product of the given reaction. (1) Given the reactants [CH2:1]([O:8][C:9]1[C:14]2[CH2:15][CH2:16][O:17][C:13]=2[CH:12]=[C:11]([C:18]2[C:23]([C:24]#[N:25])=[C:22](O)[N:21]=[CH:20][N:19]=2)[CH:10]=1)[C:2]1[CH:7]=[CH:6][CH:5]=[CH:4][CH:3]=1.O=P(Cl)(Cl)[Cl:29], predict the reaction product. The product is: [CH2:1]([O:8][C:9]1[C:14]2[CH2:15][CH2:16][O:17][C:13]=2[CH:12]=[C:11]([C:18]2[C:23]([C:24]#[N:25])=[C:22]([Cl:29])[N:21]=[CH:20][N:19]=2)[CH:10]=1)[C:2]1[CH:7]=[CH:6][CH:5]=[CH:4][CH:3]=1. (2) Given the reactants [NH2:1][C:2]1[C:6]2[C:7](=[O:32])[N:8]([CH:23]([CH:29]([CH3:31])[CH3:30])[C:24]([O:26]CC)=[O:25])[CH:9]=[C:10]([C:11]3[CH:15]=[C:14]([N:16]4[CH2:21][CH2:20][O:19][CH2:18][CH2:17]4)[N:13]([CH3:22])[N:12]=3)[C:5]=2[NH:4][N:3]=1.C(O)C.[OH-].[Na+], predict the reaction product. The product is: [NH2:1][C:2]1[C:6]2[C:7](=[O:32])[N:8]([CH:23]([CH:29]([CH3:30])[CH3:31])[C:24]([OH:26])=[O:25])[CH:9]=[C:10]([C:11]3[CH:15]=[C:14]([N:16]4[CH2:21][CH2:20][O:19][CH2:18][CH2:17]4)[N:13]([CH3:22])[N:12]=3)[C:5]=2[NH:4][N:3]=1. (3) Given the reactants FC(F)(F)C(O)=O.[F:8][C:9]([F:24])([F:23])[C:10]([N:12]1[CH2:17][C:16]2([CH2:22][CH2:21][NH:20][CH2:19][CH2:18]2)[O:15][CH2:14][CH2:13]1)=[O:11].[CH:25]1([N:31]([CH2:47][CH2:48][N:49]([CH2:57][CH2:58][C:59]2[C:64]3[O:65][CH2:66][C:67](=[O:69])[NH:68][C:63]=3[C:62]([OH:70])=[CH:61][CH:60]=2)[C:50](=[O:56])[O:51][C:52]([CH3:55])([CH3:54])[CH3:53])[C:32](=[O:46])[CH2:33][CH2:34][O:35][CH2:36][CH2:37][C:38]2[CH:43]=[CH:42][CH:41]=[C:40]([CH:44]=O)[CH:39]=2)[CH2:30][CH2:29][CH2:28][CH2:27][CH2:26]1.C(O[BH-](OC(=O)C)OC(=O)C)(=O)C.[Na+].[BH4-].[Na+].C(=O)(O)[O-].[Na+], predict the reaction product. The product is: [CH:25]1([N:31]([CH2:47][CH2:48][N:49]([CH2:57][CH2:58][C:59]2[C:64]3[O:65][CH2:66][C:67](=[O:69])[NH:68][C:63]=3[C:62]([OH:70])=[CH:61][CH:60]=2)[C:50](=[O:56])[O:51][C:52]([CH3:54])([CH3:53])[CH3:55])[C:32](=[O:46])[CH2:33][CH2:34][O:35][CH2:36][CH2:37][C:38]2[CH:43]=[CH:42][CH:41]=[C:40]([CH2:44][N:20]3[CH2:21][CH2:22][C:16]4([O:15][CH2:14][CH2:13][N:12]([C:10](=[O:11])[C:9]([F:8])([F:23])[F:24])[CH2:17]4)[CH2:18][CH2:19]3)[CH:39]=2)[CH2:30][CH2:29][CH2:28][CH2:27][CH2:26]1. (4) Given the reactants Br.[CH2:2]([C:4]1[N:5]=[C:6]([C@@H:9]([NH2:20])[CH2:10][C:11]2[CH:16]=[CH:15][C:14]([N+:17]([O-:19])=[O:18])=[CH:13][CH:12]=2)[S:7][CH:8]=1)[CH3:3].CCN(CC)CC.[CH2:28]([N:35]=[C:36]=[O:37])[C:29]1[CH:34]=[CH:33][CH:32]=[CH:31][CH:30]=1, predict the reaction product. The product is: [CH2:28]([NH:35][C:36]([NH:20][C@H:9]([C:6]1[S:7][CH:8]=[C:4]([CH2:2][CH3:3])[N:5]=1)[CH2:10][C:11]1[CH:16]=[CH:15][C:14]([N+:17]([O-:19])=[O:18])=[CH:13][CH:12]=1)=[O:37])[C:29]1[CH:34]=[CH:33][CH:32]=[CH:31][CH:30]=1. (5) Given the reactants Br[C:2]1[CH:3]=[C:4]([Cl:13])[C:5]([O:8][CH2:9][CH:10]2[CH2:12][CH2:11]2)=[N:6][CH:7]=1.C(N(CC)CC)C.[CH3:21][OH:22].CN([CH:26]=[O:27])C, predict the reaction product. The product is: [Cl:13][C:4]1[C:5]([O:8][CH2:9][CH:10]2[CH2:12][CH2:11]2)=[N:6][CH:7]=[C:2]([CH:3]=1)[C:21]([O:27][CH3:26])=[O:22].